Predict the product of the given reaction. From a dataset of Forward reaction prediction with 1.9M reactions from USPTO patents (1976-2016). Given the reactants [OH-].[Li+].C(O)C.[CH3:6][O:7][C:8]1[CH:9]=[CH:10][C:11]([CH2:30][CH:31]2[S:35][C:34](=[O:36])[NH:33][C:32]2=[O:37])=[C:12]2[C:17]=1[N:16]([CH2:18][C:19]1[CH:24]=[CH:23][C:22]([C:25]([O:27]C)=[O:26])=[CH:21][CH:20]=1)[C:15](=[O:29])[CH2:14][CH2:13]2, predict the reaction product. The product is: [CH3:6][O:7][C:8]1[CH:9]=[CH:10][C:11]([CH2:30][CH:31]2[S:35][C:34](=[O:36])[NH:33][C:32]2=[O:37])=[C:12]2[C:17]=1[N:16]([CH2:18][C:19]1[CH:20]=[CH:21][C:22]([C:25]([OH:27])=[O:26])=[CH:23][CH:24]=1)[C:15](=[O:29])[CH2:14][CH2:13]2.